From a dataset of Forward reaction prediction with 1.9M reactions from USPTO patents (1976-2016). Predict the product of the given reaction. (1) Given the reactants [C:1]([C:3]1[CH:4]([C:22]2[CH:27]=[CH:26][C:25]([N:28]3[CH2:33][CH2:32][N:31]([C:34]([O:36][C:37]([CH3:40])([CH3:39])[CH3:38])=[O:35])[CH2:30][CH2:29]3)=[CH:24][CH:23]=2)[C:5]2[C:20]([CH3:21])=[N:19][NH:18][C:6]=2[NH:7][C:8]=1[C:9]1[C:14]([F:15])=[CH:13][CH:12]=[C:11]([F:16])[C:10]=1[F:17])#[N:2], predict the reaction product. The product is: [C:1]([C:3]1[C:4]([C:22]2[CH:27]=[CH:26][C:25]([N:28]3[CH2:29][CH2:30][N:31]([C:34]([O:36][C:37]([CH3:40])([CH3:39])[CH3:38])=[O:35])[CH2:32][CH2:33]3)=[CH:24][CH:23]=2)=[C:5]2[C:20]([CH3:21])=[N:19][NH:18][C:6]2=[N:7][C:8]=1[C:9]1[C:14]([F:15])=[CH:13][CH:12]=[C:11]([F:16])[C:10]=1[F:17])#[N:2]. (2) Given the reactants [CH3:1][O:2][C:3](=[O:21])[C:4]1[CH:9]=[CH:8][C:7]([CH3:10])=[C:6]([N:11]2[C:16]([CH3:17])=[CH:15][C:14]([CH2:18]Br)=[CH:13][C:12]2=[O:20])[CH:5]=1.C(=O)([O-])[O-].[Cs+].[Cs+].[F:28][C:29]1[CH:34]=[C:33]([F:35])[CH:32]=[CH:31][C:30]=1[OH:36], predict the reaction product. The product is: [CH3:1][O:2][C:3](=[O:21])[C:4]1[CH:9]=[CH:8][C:7]([CH3:10])=[C:6]([N:11]2[C:16]([CH3:17])=[CH:15][C:14]([CH2:18][O:36][C:30]3[CH:31]=[CH:32][C:33]([F:35])=[CH:34][C:29]=3[F:28])=[CH:13][C:12]2=[O:20])[CH:5]=1. (3) Given the reactants Br[C:2]1[N:3]=[C:4]2[C:10]([Cl:11])=[CH:9][N:8]([CH2:12][O:13][CH2:14][CH2:15][Si:16]([CH3:19])([CH3:18])[CH3:17])[C:5]2=[N:6][CH:7]=1.[C:20](=[NH:33])([C:27]1[CH:32]=[CH:31][CH:30]=[CH:29][CH:28]=1)[C:21]1[CH:26]=[CH:25][CH:24]=[CH:23][CH:22]=1.C([O-])([O-])=O.[Cs+].[Cs+].C1C=CC(P(C2C(C3C(P(C4C=CC=CC=4)C4C=CC=CC=4)=CC=C4C=3C=CC=C4)=C3C(C=CC=C3)=CC=2)C2C=CC=CC=2)=CC=1, predict the reaction product. The product is: [C:20](=[N:33][C:2]1[N:3]=[C:4]2[C:10]([Cl:11])=[CH:9][N:8]([CH2:12][O:13][CH2:14][CH2:15][Si:16]([CH3:19])([CH3:18])[CH3:17])[C:5]2=[N:6][CH:7]=1)([C:27]1[CH:28]=[CH:29][CH:30]=[CH:31][CH:32]=1)[C:21]1[CH:26]=[CH:25][CH:24]=[CH:23][CH:22]=1. (4) Given the reactants Cl.[F:2][C:3]1[CH:8]=[CH:7][C:6]([C:9]2[C:13]3[N:14]=[CH:15][N:16]=[C:17]([O:18]C)[C:12]=3[S:11][CH:10]=2)=[CH:5][CH:4]=1, predict the reaction product. The product is: [F:2][C:3]1[CH:4]=[CH:5][C:6]([C:9]2[C:13]3[N:14]=[CH:15][NH:16][C:17](=[O:18])[C:12]=3[S:11][CH:10]=2)=[CH:7][CH:8]=1.